This data is from Experimentally validated miRNA-target interactions with 360,000+ pairs, plus equal number of negative samples. The task is: Binary Classification. Given a miRNA mature sequence and a target amino acid sequence, predict their likelihood of interaction. The miRNA is cel-miR-82-3p with sequence UGAGAUCAUCGUGAAAGCCAGU. The protein sequence of the target gene is MSSSPVNVKKLKVSELKEELKKRRLSDKGLKADLMDRLQAALDNEAGGRPAMEPGNGSLDLGGDAAGRSGAGLEQEAAAGAEDDEEEEGIAALDGDQMELGEENGAAGAADAGAMEEEEAASEDENGDDQGFQEGEDELGDEEEGAGDENGHGEQQSQPPAAAAQQQPSQQRGAGKEAAGKSSGPTSLFAVTVAPPGARQGQQQAGGDGKTEQKGGDKKRGVKRPREDHGRGYFEYIEENKYSRAKSPQPPVEEEDEHFDDTVVCLDTYNCDLHFKISRDRLSASSLTMESFAFLWAGGR.... Result: 0 (no interaction).